Dataset: Reaction yield outcomes from USPTO patents with 853,638 reactions. Task: Predict the reaction yield, written as a fraction of the theoretical maximum amount of product (1.0 means a 100% yield; for example, 0.34 means a 34% yield). (1) The reactants are [Br:1][C:2]1[CH:3]=[CH:4][C:5]([CH:8]([C:11]2[CH:25]=[CH:24][C:14]3[CH2:15][CH2:16][N:17]([CH:20]4[CH2:23][CH2:22][CH2:21]4)[CH2:18][CH2:19][C:13]=3[CH:12]=2)C#N)=[N:6][CH:7]=1.C(=O)([O-])[O-].[K+].[K+].[OH-].[Na+]. The catalyst is Br. The product is [Br:1][C:2]1[CH:3]=[CH:4][C:5]([CH2:8][C:11]2[CH:25]=[CH:24][C:14]3[CH2:15][CH2:16][N:17]([CH:20]4[CH2:23][CH2:22][CH2:21]4)[CH2:18][CH2:19][C:13]=3[CH:12]=2)=[N:6][CH:7]=1. The yield is 0.150. (2) The reactants are [NH2:1][C:2]1[CH:7]=[C:6]([O:8][C:9]2[CH:14]=[CH:13][C:12]([NH:15][C:16]([C:18]3([C:21]([NH:23][C:24]4[CH:29]=[CH:28][C:27]([F:30])=[CH:26][CH:25]=4)=[O:22])[CH2:20][CH2:19]3)=[O:17])=[CH:11][C:10]=2[F:31])[CH:5]=[CH:4][N:3]=1.C(N(CC)CC)C.Cl[C:40](OC1C=CC=CC=1)=[O:41].FC(F)(F)C(O)=O.[OH:56][CH2:57][CH:58]1[CH2:61][NH:60][CH2:59]1. The catalyst is O1CCCC1. The product is [F:31][C:10]1[CH:11]=[C:12]([NH:15][C:16]([C:18]2([C:21]([NH:23][C:24]3[CH:25]=[CH:26][C:27]([F:30])=[CH:28][CH:29]=3)=[O:22])[CH2:20][CH2:19]2)=[O:17])[CH:13]=[CH:14][C:9]=1[O:8][C:6]1[CH:5]=[CH:4][N:3]=[C:2]([NH:1][C:40]([N:60]2[CH2:61][CH:58]([CH2:57][OH:56])[CH2:59]2)=[O:41])[CH:7]=1. The yield is 0.381.